This data is from Serine/threonine kinase 33 screen with 319,792 compounds. The task is: Binary Classification. Given a drug SMILES string, predict its activity (active/inactive) in a high-throughput screening assay against a specified biological target. (1) The drug is Clc1nsc(NN)c1C#N. The result is 0 (inactive). (2) The result is 0 (inactive). The compound is O(c1cc(/C(=N\NC(=O)CNC(=O)c2cccnc2)C)ccc1OC)C.